From a dataset of Forward reaction prediction with 1.9M reactions from USPTO patents (1976-2016). Predict the product of the given reaction. Given the reactants [CH:1]1([C:6]([OH:8])=[O:7])[CH2:5][CH2:4][CH2:3][CH2:2]1.C([O-])([O-])=O.[K+].[K+].[CH2:15](Br)[C:16]1[CH:21]=[CH:20][CH:19]=[CH:18][CH:17]=1, predict the reaction product. The product is: [CH2:15]([O:7][C:6]([CH:1]1[CH2:5][CH2:4][CH2:3][CH2:2]1)=[O:8])[C:16]1[CH:21]=[CH:20][CH:19]=[CH:18][CH:17]=1.